From a dataset of Peptide-MHC class I binding affinity with 185,985 pairs from IEDB/IMGT. Regression. Given a peptide amino acid sequence and an MHC pseudo amino acid sequence, predict their binding affinity value. This is MHC class I binding data. The peptide sequence is IVDCLTEMY. The MHC is HLA-A01:01 with pseudo-sequence HLA-A01:01. The binding affinity (normalized) is 0.603.